From a dataset of Catalyst prediction with 721,799 reactions and 888 catalyst types from USPTO. Predict which catalyst facilitates the given reaction. (1) Reactant: [CH3:1][O:2][C:3]1[CH:13]=[CH:12][C:6]2[CH2:7][CH2:8][NH:9][CH2:10][CH2:11][C:5]=2[CH:4]=1.[N:14]([C:17]1[CH:25]=[CH:24][CH:23]=[CH:22][C:18]=1C(O)=O)=[N+:15]=[N-:16].CCN=C=NCCCN(C)C.CCN(C(C)C)C(C)C.C1C[O:49][CH2:48]C1. Product: [N:14]([C:17]1[CH:18]=[CH:22][C:23]([C:48]([N:9]2[CH2:10][CH2:11][C:5]3[CH:4]=[C:3]([O:2][CH3:1])[CH:13]=[CH:12][C:6]=3[CH2:7][CH2:8]2)=[O:49])=[CH:24][CH:25]=1)=[N+:15]=[N-:16]. The catalyst class is: 142. (2) Reactant: [C:1]1([C:7]2[CH:12]=[C:11]([CH:13]3[CH2:18][CH2:17][N:16]([O:19][CH3:20])[CH2:15][CH2:14]3)[CH:10]=[CH:9][C:8]=2[NH:21][C:22]([C:24]2[N:25](COCC[Si](C)(C)C)[CH:26]=[C:27]([C:29]#[N:30])[N:28]=2)=[O:23])[CH2:6][CH2:5][CH2:4][CH2:3][CH:2]=1.[C:39]([OH:45])([C:41]([F:44])([F:43])[F:42])=[O:40]. Product: [F:42][C:41]([F:44])([F:43])[C:39]([OH:45])=[O:40].[C:1]1([C:7]2[CH:12]=[C:11]([CH:13]3[CH2:18][CH2:17][N:16]([O:19][CH3:20])[CH2:15][CH2:14]3)[CH:10]=[CH:9][C:8]=2[NH:21][C:22]([C:24]2[NH:28][C:27]([C:29]#[N:30])=[CH:26][N:25]=2)=[O:23])[CH2:6][CH2:5][CH2:4][CH2:3][CH:2]=1. The catalyst class is: 497. (3) Reactant: Cl.[NH:2]1[C:10]2[C:5](=[CH:6][CH:7]=[CH:8][CH:9]=2)[C:4]([C:11]([NH2:13])=[O:12])=[N:3]1.[CH2:14]1[CH:16]([CH:17](O)C#N)C1.[CH:21]([N:24]([CH2:28][CH3:29])[CH:25]([CH3:27])[CH3:26])(C)C.[C:30](O)(=O)C.C(O[BH-](OC(=O)C)OC(=O)C)(=O)C.[Na+]. Product: [CH:16]1([CH2:21][N:24]2[CH2:28][CH:29]3[CH2:27][CH:25]2[CH2:26][CH:30]3[NH:13][C:11]([C:4]2[C:5]3[C:10](=[CH:9][CH:8]=[CH:7][CH:6]=3)[NH:2][N:3]=2)=[O:12])[CH2:17][CH2:14]1. The catalyst class is: 6. (4) Reactant: [C:1]([O:5][C:6]([N:8]1[CH2:13][CH2:12][NH:11][C@@H:10]([CH3:14])[CH2:9]1)=[O:7])([CH3:4])([CH3:3])[CH3:2].[CH2:15]([O:22][C:23]([N:25]1[CH2:30][CH2:29][C:28](=O)[CH2:27][CH2:26]1)=[O:24])[C:16]1[CH:21]=[CH:20][CH:19]=[CH:18][CH:17]=1.C([BH3-])#N.[Na+].[OH-].[Na+]. Product: [C:1]([O:5][C:6]([N:8]1[CH2:13][CH2:12][N:11]([CH:28]2[CH2:29][CH2:30][N:25]([C:23]([O:22][CH2:15][C:16]3[CH:17]=[CH:18][CH:19]=[CH:20][CH:21]=3)=[O:24])[CH2:26][CH2:27]2)[C@@H:10]([CH3:14])[CH2:9]1)=[O:7])([CH3:4])([CH3:2])[CH3:3]. The catalyst class is: 130. (5) Reactant: [CH3:1][C:2]1([CH3:21])[C:11]2[C:6](=[CH:7][CH:8]=[C:9]([NH:12][C:13]([C:15]([O:17]C)=[O:16])=[O:14])[CH:10]=2)[C:5]([CH3:20])([CH3:19])[CH2:4][CH2:3]1.[OH-].[K+]. Product: [CH3:1][C:2]1([CH3:21])[C:11]2[C:6](=[CH:7][CH:8]=[C:9]([NH:12][C:13]([C:15]([OH:17])=[O:16])=[O:14])[CH:10]=2)[C:5]([CH3:20])([CH3:19])[CH2:4][CH2:3]1. The catalyst class is: 5. (6) Reactant: Cl[C:2]1[N:3]=[C:4]([NH:11][C:12]2[CH:17]=[C:16]([N:18]3[CH2:22][CH2:21][CH2:20][C@@H:19]3[CH3:23])[CH:15]=[C:14]([O:24][CH3:25])[CH:13]=2)[C:5]2[N:10]=[CH:9][S:8][C:6]=2[N:7]=1.CC1(C)C(C)(C)OB([C:34]2[CH:43]=[CH:42][C:37]([C:38]([O:40][CH3:41])=[O:39])=[CH:36][CH:35]=2)O1.CC(C1C=C(C(C)C)C(C2C=CC=CC=2P(C2CCCCC2)C2CCCCC2)=C(C(C)C)C=1)C.C([O-])([O-])=O.[Na+].[Na+]. Product: [CH3:25][O:24][C:14]1[CH:13]=[C:12]([NH:11][C:4]2[C:5]3[N:10]=[CH:9][S:8][C:6]=3[N:7]=[C:2]([C:34]3[CH:43]=[CH:42][C:37]([C:38]([O:40][CH3:41])=[O:39])=[CH:36][CH:35]=3)[N:3]=2)[CH:17]=[C:16]([N:18]2[CH2:22][CH2:21][CH2:20][C@@H:19]2[CH3:23])[CH:15]=1. The catalyst class is: 333.